Task: Predict the reaction yield, written as a fraction of the theoretical maximum amount of product (1.0 means a 100% yield; for example, 0.34 means a 34% yield).. Dataset: Reaction yield outcomes from USPTO patents with 853,638 reactions (1) The reactants are [CH2:1]([O:3][C:4]([CH:6](C(OCC)=O)[C:7]([CH3:35])([CH3:34])[CH2:8][CH2:9][CH2:10][CH2:11][CH2:12][CH2:13][CH2:14][CH2:15][CH2:16][CH2:17][CH2:18][CH2:19][C:20]([CH3:33])([CH3:32])[CH:21](C(OCC)=O)[C:22]([O:24][CH2:25][CH3:26])=[O:23])=[O:5])[CH3:2].[Cl-].[Na+].C(=O)(O)[O-].[Na+].Cl. The catalyst is O.CS(C)=O. The product is [CH3:35][C:7]([CH3:34])([CH2:8][CH2:9][CH2:10][CH2:11][CH2:12][CH2:13][CH2:14][CH2:15][CH2:16][CH2:17][CH2:18][CH2:19][C:20]([CH3:32])([CH3:33])[CH2:21][C:22]([O:24][CH2:25][CH3:26])=[O:23])[CH2:6][C:4]([O:3][CH2:1][CH3:2])=[O:5]. The yield is 0.602. (2) The reactants are [F:1][C:2]1[C:7]([F:8])=[CH:6][CH:5]=[CH:4][C:3]=1B(O)O.C(=O)([O-])[O-].[Na+].[Na+].FC(F)(F)S(O[C:24]1=[CH:25][C:26]2[C:27]([CH:32]([O:35][Si:36]([CH:43]([CH3:45])[CH3:44])([CH:40]([CH3:42])[CH3:41])[CH:37]([CH3:39])[CH3:38])[CH2:33][CH2:34]1)=[N:28][CH:29]=[CH:30][CH:31]=2)(=O)=O. The catalyst is C1(C)C=CC=CC=1.CO.C(OCC)(=O)C.C1C=CC([P]([Pd]([P](C2C=CC=CC=2)(C2C=CC=CC=2)C2C=CC=CC=2)([P](C2C=CC=CC=2)(C2C=CC=CC=2)C2C=CC=CC=2)[P](C2C=CC=CC=2)(C2C=CC=CC=2)C2C=CC=CC=2)(C2C=CC=CC=2)C2C=CC=CC=2)=CC=1. The product is [F:1][C:2]1[C:7]([F:8])=[CH:6][CH:5]=[CH:4][C:3]=1[C:24]1=[CH:25][C:26]2[C:27]([CH:32]([O:35][Si:36]([CH:40]([CH3:42])[CH3:41])([CH:43]([CH3:45])[CH3:44])[CH:37]([CH3:38])[CH3:39])[CH2:33][CH2:34]1)=[N:28][CH:29]=[CH:30][CH:31]=2. The yield is 0.540. (3) The reactants are [F:1][C:2]([C:5]1[N:10]=[CH:9][C:8]([CH:11]=O)=[CH:7][N:6]=1)([F:4])[CH3:3].[Si]([C:17]#[N:18])(C)(C)C.Cl.[F:20][C:21]1([F:27])[CH2:26][CH2:25][NH:24][CH2:23][CH2:22]1.CCN(C(C)C)C(C)C. The catalyst is C1COCC1.[I-].[Zn+2].[I-]. The product is [F:1][C:2]([C:5]1[N:10]=[CH:9][C:8]([CH:11]([N:24]2[CH2:25][CH2:26][C:21]([F:27])([F:20])[CH2:22][CH2:23]2)[C:17]#[N:18])=[CH:7][N:6]=1)([F:4])[CH3:3]. The yield is 0.240. (4) The product is [CH3:1][S:2]([C:5]1[CH:10]=[CH:9][C:8]([NH:11][C:12]([C:14]2[CH:18]=[C:17]([CH3:19])[N:16]([C:20]3[CH:25]=[CH:24][CH:23]=[CH:22][C:21]=3[C:33]3[CH:32]=[CH:31][CH:30]=[C:29]([Cl:28])[CH:34]=3)[C:15]=2[CH3:27])=[O:13])=[CH:7][CH:6]=1)(=[O:4])=[O:3]. The reactants are [CH3:1][S:2]([C:5]1[CH:10]=[CH:9][C:8]([NH:11][C:12]([C:14]2[CH:18]=[C:17]([CH3:19])[N:16]([C:20]3[CH:25]=[CH:24][CH:23]=[CH:22][C:21]=3Br)[C:15]=2[CH3:27])=[O:13])=[CH:7][CH:6]=1)(=[O:4])=[O:3].[Cl:28][C:29]1[CH:30]=[C:31](B(O)O)[CH:32]=[CH:33][CH:34]=1. The yield is 0.480. The catalyst is COCCOC.CCO.C([O-])([O-])=O.[Na+].[Na+].C1C=CC(P(C2C=CC=CC=2)[C-]2C=CC=C2)=CC=1.C1C=CC(P(C2C=CC=CC=2)[C-]2C=CC=C2)=CC=1.Cl[Pd]Cl.[Fe+2]. (5) The reactants are OS(O)(=O)=O.Cl[CH2:7][CH2:8][C:9]([C:11]1[CH:12]=[CH:13][C:14]2[N:15]([CH2:29][CH2:30][CH2:31][N:32]([CH2:45][CH3:46])[S:33]([C:36]3[CH:41]=[CH:40][CH:39]=[CH:38][C:37]=3[N+:42]([O-:44])=[O:43])(=[O:35])=[O:34])[C:16]3[C:21]([C:22]=2[CH:23]=1)=[CH:20][C:19]([C:24](=[O:28])[CH2:25][CH2:26]Cl)=[CH:18][CH:17]=3)=[O:10]. The catalyst is C(Cl)Cl.C(OCC)(=O)C. The product is [O:28]=[C:24]1[C:19]2[CH:18]=[CH:17][C:16]3[N:15]([CH2:29][CH2:30][CH2:31][N:32]([CH2:45][CH3:46])[S:33]([C:36]4[CH:41]=[CH:40][CH:39]=[CH:38][C:37]=4[N+:42]([O-:44])=[O:43])(=[O:34])=[O:35])[C:14]4[CH:13]=[CH:12][C:11]5[C:9](=[O:10])[CH2:8][CH2:7][C:23]=5[C:22]=4[C:21]=3[C:20]=2[CH2:26][CH2:25]1. The yield is 0.230. (6) The reactants are [CH3:1][C:2]1[CH:3]=[CH:4][C:5]([CH2:20][CH2:21][CH3:22])=[C:6]([NH:8][C:9]([NH:11]C(=O)C2C=CC=CC=2)=[S:10])[CH:7]=1.[OH-].[Na+]. The catalyst is CO. The product is [CH3:1][C:2]1[CH:3]=[CH:4][C:5]([CH2:20][CH2:21][CH3:22])=[C:6]([NH:8][C:9]([NH2:11])=[S:10])[CH:7]=1. The yield is 0.830. (7) The reactants are C([O:8][C:9]1[CH:14]=[CH:13][CH:12]=[CH:11][C:10]=1[C:15]1[O:16][C@@H:17]([CH3:25])[C@H:18]([C:20]([NH:22][CH2:23][CH3:24])=[O:21])[N:19]=1)C1C=CC=CC=1. The catalyst is CCO.[Pd]. The product is [CH2:23]([NH:22][C:20]([C@H:18]1[C@H:17]([CH3:25])[O:16][C:15]([C:10]2[CH:11]=[CH:12][CH:13]=[CH:14][C:9]=2[OH:8])=[N:19]1)=[O:21])[CH3:24]. The yield is 0.915. (8) The reactants are CO[C:3](=[O:15])[C:4]1[CH:9]=[C:8]([CH2:10][CH:11]=[CH2:12])[CH:7]=[C:6](O)[C:5]=1[OH:14].[CH2:16](Br)[C:17]1[CH:22]=[CH:21][CH:20]=[CH:19][CH:18]=1.[C:24]([O-:27])([O-])=O.[K+].[K+].[OH2:30]. The catalyst is CC(C)=O.CO. The product is [CH2:10]([C:8]1[CH:7]=[C:6]([O:27][CH2:24][C:4]2[CH:9]=[CH:8][CH:7]=[CH:6][CH:5]=2)[C:5]([O:14][CH2:16][C:17]2[CH:22]=[CH:21][CH:20]=[CH:19][CH:18]=2)=[C:4]([CH:9]=1)[C:3]([OH:15])=[O:30])[CH:11]=[CH2:12]. The yield is 0.990. (9) The reactants are [CH3:1][NH:2][CH2:3][C:4]1[CH:9]=[CH:8][CH:7]=[CH:6][CH:5]=1.C(=O)([O-])[O-].[K+].[K+].CC(N(C)C)=O.I[CH2:23][C:24]1([CH3:36])[CH2:28][C:27]2[C:29]([CH3:35])=[CH:30][C:31]([CH3:34])=[C:32]([CH3:33])[C:26]=2[O:25]1. The catalyst is C(OCC)(=O)C.O. The product is [CH3:1][N:2]([CH2:23][C:24]1([CH3:36])[CH2:28][C:27]2[C:29]([CH3:35])=[CH:30][C:31]([CH3:34])=[C:32]([CH3:33])[C:26]=2[O:25]1)[CH2:3][C:4]1[CH:9]=[CH:8][CH:7]=[CH:6][CH:5]=1. The yield is 0.750.